Task: Predict the reaction yield, written as a fraction of the theoretical maximum amount of product (1.0 means a 100% yield; for example, 0.34 means a 34% yield).. Dataset: Reaction yield outcomes from USPTO patents with 853,638 reactions (1) The product is [NH2:26][C:23]1[CH:22]=[CH:21][C:20]([N:17]2[CH2:16][CH2:15][N:14]([S:11]([C:2]3[CH:3]=[CH:4][C:5]4[C:10](=[CH:9][CH:8]=[CH:7][CH:6]=4)[CH:1]=3)(=[O:13])=[O:12])[CH2:19][CH2:18]2)=[CH:25][CH:24]=1. The reactants are [CH:1]1[C:10]2[C:5](=[CH:6][CH:7]=[CH:8][CH:9]=2)[CH:4]=[CH:3][C:2]=1[S:11]([N:14]1[CH2:19][CH2:18][N:17]([C:20]2[CH:25]=[CH:24][C:23]([N+:26]([O-])=O)=[CH:22][CH:21]=2)[CH2:16][CH2:15]1)(=[O:13])=[O:12].S1C=CC=C1. The catalyst is C1COCC1.[Pd]. The yield is 0.870. (2) No catalyst specified. The yield is 0.360. The product is [CH3:15][C:6]1[C:7]2[C:12](=[CH:11][CH:10]=[CH:9][CH:8]=2)[CH:13]=[CH:14][C:5]=1[CH2:3][NH:2][CH3:1]. The reactants are [CH3:1][NH:2][C:3]([C:5]1[CH:14]=[CH:13][C:12]2[C:7](=[CH:8][CH:9]=[CH:10][CH:11]=2)[C:6]=1[CH3:15])=O.CNC(C1CC2C(C=1C)=CC=CC=2)=O. (3) The reactants are N1CCCCC1.FC(F)OC1C(OC)=CC(C=O)=CC=1OC.C(CC(N[C:30]1[CH:38]=[CH:37][CH:36]=[CH:35][C:31]=1[C:32]([OH:34])=[O:33])=O)(O)=O. The catalyst is C1(C)C=CC=CC=1. The product is [C:32]([OH:34])(=[O:33])[C:31]1[CH:35]=[CH:36][CH:37]=[CH:38][CH:30]=1. The yield is 0.510. (4) The reactants are [N:1]1([C:8]2[CH:18]=[CH:17][C:11]([C:12]([O:14][CH2:15][CH3:16])=[O:13])=[CH:10][CH:9]=2)[CH2:7][CH2:6][CH2:5][NH:4][CH2:3][CH2:2]1.C(O[C:22]1(O[Si](C)(C)C)[CH2:24][CH2:23]1)C.C(O)(=O)C.C([BH3-])#N.[Na+]. The catalyst is O1CCCC1.CO. The product is [CH:22]1([N:4]2[CH2:5][CH2:6][CH2:7][N:1]([C:8]3[CH:18]=[CH:17][C:11]([C:12]([O:14][CH2:15][CH3:16])=[O:13])=[CH:10][CH:9]=3)[CH2:2][CH2:3]2)[CH2:24][CH2:23]1. The yield is 1.18. (5) The reactants are [Cl:1][C:2]1[CH:7]=[C:6]([NH:8][C:9]2[C:14]([C:15]3[N:23]=[C:22]([CH3:24])[N:21]=[C:20]4[C:16]=3[N:17]=[CH:18][N:19]4C3CCCCO3)=[CH:13][CH:12]=[CH:11][N:10]=2)[CH:5]=[CH:4][C:3]=1[NH:31][C:32](=[O:34])[CH3:33].FC(F)(F)C(O)=O. The catalyst is C(Cl)Cl. The product is [Cl:1][C:2]1[CH:7]=[C:6]([NH:8][C:9]2[C:14]([C:15]3[N:23]=[C:22]([CH3:24])[N:21]=[C:20]4[C:16]=3[N:17]=[CH:18][NH:19]4)=[CH:13][CH:12]=[CH:11][N:10]=2)[CH:5]=[CH:4][C:3]=1[NH:31][C:32](=[O:34])[CH3:33]. The yield is 0.583. (6) The reactants are [NH2:1][C:2]1[CH:7]=[CH:6][C:5]([C@@H:8]2[O:13][CH2:12][CH2:11][N:10]([C@@H:14]([C:16]3[CH:21]=[CH:20][CH:19]=[CH:18][CH:17]=3)[CH3:15])[CH2:9]2)=[CH:4][CH:3]=1.C(N(CC)CC)C.[Cl:29][CH2:30][C:31](Cl)=[O:32]. The catalyst is O1CCCC1. The product is [Cl:29][CH2:30][C:31]([NH:1][C:2]1[CH:3]=[CH:4][C:5]([C@@H:8]2[O:13][CH2:12][CH2:11][N:10]([C@@H:14]([C:16]3[CH:17]=[CH:18][CH:19]=[CH:20][CH:21]=3)[CH3:15])[CH2:9]2)=[CH:6][CH:7]=1)=[O:32]. The yield is 0.970. (7) The reactants are [CH:1]([C:3]1[CH:4]=[C:5](B(O)O)[CH:6]=[CH:7][C:8]=1[O:9][CH3:10])=[O:2].Br[C:15]1[CH:16]=[N:17][CH:18]=[CH:19][CH:20]=1.C(=O)([O-])[O-].[Cs+].[Cs+]. The catalyst is C1(C)C=CC=CC=1.C(O)C. The product is [CH3:10][O:9][C:8]1[CH:7]=[CH:6][C:5]([C:15]2[CH:16]=[N:17][CH:18]=[CH:19][CH:20]=2)=[CH:4][C:3]=1[CH:1]=[O:2]. The yield is 0.320. (8) The reactants are [NH2:1][C:2]1[CH:10]=[C:9]([O:11][CH3:12])[CH:8]=[C:7]([O:13][CH3:14])[C:3]=1[C:4]([OH:6])=[O:5].[CH3:15][Si](C=[N+]=[N-])(C)C. The catalyst is CO.C1COCC1.C(OCC)C. The product is [NH2:1][C:2]1[CH:10]=[C:9]([O:11][CH3:12])[CH:8]=[C:7]([O:13][CH3:14])[C:3]=1[C:4]([O:6][CH3:15])=[O:5]. The yield is 0.760.